This data is from Forward reaction prediction with 1.9M reactions from USPTO patents (1976-2016). The task is: Predict the product of the given reaction. (1) The product is: [CH3:3][NH:4][CH2:5][CH2:6][CH2:7][O:8][C:9]1[CH:14]=[CH:13][C:12]([C:15]2[CH:20]=[CH:19][C:18]([C:21]([OH:23])=[O:22])=[CH:17][CH:16]=2)=[CH:11][C:10]=1[C:26]1[CH:35]=[CH:34][C:33]2[C:32]([CH3:37])([CH3:36])[CH2:31][CH2:30][C:29]([CH3:39])([CH3:38])[C:28]=2[CH:27]=1. Given the reactants [OH-].[Na+].[CH3:3][NH:4][CH2:5][CH2:6][CH2:7][O:8][C:9]1[CH:14]=[CH:13][C:12]([C:15]2[CH:20]=[CH:19][C:18]([C:21]([O:23]CC)=[O:22])=[CH:17][CH:16]=2)=[CH:11][C:10]=1[C:26]1[CH:35]=[CH:34][C:33]2[C:32]([CH3:37])([CH3:36])[CH2:31][CH2:30][C:29]([CH3:39])([CH3:38])[C:28]=2[CH:27]=1, predict the reaction product. (2) Given the reactants [CH3:1][C:2]1[CH:3]=[C:4]([C:17]2[CH2:18][CH2:19][S:20](=[O:24])(=[O:23])[CH2:21][CH:22]=2)[CH:5]=[CH:6][C:7]=1B1OC(C)(C)C(C)(C)O1.Br[C:26]1[C:30]2[CH:31]=[C:32]([CH2:35][OH:36])[CH:33]=[CH:34][C:29]=2[S:28][CH:27]=1, predict the reaction product. The product is: [OH:36][CH2:35][C:32]1[CH:33]=[CH:34][C:29]2[S:28][CH:27]=[C:26]([C:7]3[CH:6]=[CH:5][C:4]([C:17]4[CH2:18][CH2:19][S:20](=[O:23])(=[O:24])[CH2:21][CH:22]=4)=[CH:3][C:2]=3[CH3:1])[C:30]=2[CH:31]=1.